This data is from CYP2D6 inhibition data for predicting drug metabolism from PubChem BioAssay. The task is: Regression/Classification. Given a drug SMILES string, predict its absorption, distribution, metabolism, or excretion properties. Task type varies by dataset: regression for continuous measurements (e.g., permeability, clearance, half-life) or binary classification for categorical outcomes (e.g., BBB penetration, CYP inhibition). Dataset: cyp2d6_veith. (1) The drug is CC(C)OC(=O)C(CC(=O)O)N1CCOCC1. The result is 0 (non-inhibitor). (2) The molecule is O[C@@H]1CCCC[C@H]1N1CCC(c2ccccc2)CC1. The result is 1 (inhibitor). (3) The drug is CN(C)Cc1ccccc1-c1ccc2ncnc(N(C)Cc3ccco3)c2c1. The result is 1 (inhibitor). (4) The compound is Clc1ccc2c(NCCNc3ccnc4cc(Cl)ccc34)ccnc2c1. The result is 0 (non-inhibitor).